This data is from Full USPTO retrosynthesis dataset with 1.9M reactions from patents (1976-2016). The task is: Predict the reactants needed to synthesize the given product. Given the product [F:29][C:30]([F:40])([F:41])[O:31][C:32]1[CH:33]=[C:34]([CH:35]=[CH:36][CH:37]=1)[CH2:38][NH:39][C:24](=[O:28])[C:25]#[CH:26], predict the reactants needed to synthesize it. The reactants are: C(P1(=O)OP(CCC)(=O)OP(CCC)(=O)O1)CC.CN(C=O)C.[C:24]([OH:28])(=O)[C:25]#[CH:26].[F:29][C:30]([F:41])([F:40])[O:31][C:32]1[CH:33]=[C:34]([CH2:38][NH2:39])[CH:35]=[CH:36][CH:37]=1.